From a dataset of Full USPTO retrosynthesis dataset with 1.9M reactions from patents (1976-2016). Predict the reactants needed to synthesize the given product. (1) Given the product [ClH:11].[Cl:10][CH2:2][C:1]([C:4]1[CH:5]=[N:6][CH:7]=[CH:8][CH:9]=1)=[O:3], predict the reactants needed to synthesize it. The reactants are: [C:1]([C:4]1[CH:5]=[N:6][CH:7]=[CH:8][CH:9]=1)(=[O:3])[CH3:2].[ClH:10].[Cl:11]N1C(=O)CCC1=O. (2) Given the product [CH:12]1[C:8]2[CH2:9][CH2:10][C:11]3[CH:1]=[CH:2][CH:3]=[CH:4][C:5]=3[C:6](=[C:16]3[CH2:21][CH2:20][CH2:19][CH:18]([NH:22][S:39]([C:36]4[CH:35]=[CH:34][C:33]([O:32][C:31]([F:30])([F:43])[F:44])=[CH:38][CH:37]=4)(=[O:41])=[O:40])[CH2:17]3)[C:7]=2[CH:15]=[CH:14][CH:13]=1, predict the reactants needed to synthesize it. The reactants are: [CH:1]1[C:11]2[CH2:10][CH2:9][C:8]3[CH:12]=[CH:13][CH:14]=[CH:15][C:7]=3[C:6](=[C:16]3[CH2:21][CH2:20][CH2:19][CH:18]([NH2:22])[CH2:17]3)[C:5]=2[CH:4]=[CH:3][CH:2]=1.C(N(CC)CC)C.[F:30][C:31]([F:44])([F:43])[O:32][C:33]1[CH:38]=[CH:37][C:36]([S:39](Cl)(=[O:41])=[O:40])=[CH:35][CH:34]=1. (3) Given the product [C:53]1([CH3:63])[CH:54]=[CH:55][C:56]([S:59]([O-:62])(=[O:60])=[O:61])=[CH:57][CH:58]=1.[CH3:1][CH2:2][C@H:3]1[O:18][C:16](=[O:17])[C@H:15]([CH3:19])[C@@H:14]([O:20][C@@H:21]2[O:26][C@@H:25]([CH3:27])[C@H:24]([OH:28])[C@@:23]([O:30][CH3:31])([CH3:29])[CH2:22]2)[C@H:13]([CH3:32])[C@@H:12]([O:33][C@@H:34]2[O:39][C@H:38]([CH3:40])[CH2:37][C@H:36]([N:41]([CH3:42])[CH3:43])[C@H:35]2[OH:44])[C@@:11]([O:46][CH3:47])([CH3:45])[CH2:10][C@@H:9]([CH3:48])[C:7](=[O:8])[C@H:6]([CH3:49])[C@@H:5]([OH:50])[C@@:4]1([OH:52])[CH3:51], predict the reactants needed to synthesize it. The reactants are: [CH3:1][CH2:2][C@H:3]1[O:18][C:16](=[O:17])[C@H:15]([CH3:19])[C@@H:14]([O:20][C@@H:21]2[O:26][C@@H:25]([CH3:27])[C@H:24]([OH:28])[C@@:23]([O:30][CH3:31])([CH3:29])[CH2:22]2)[C@H:13]([CH3:32])[C@@H:12]([O:33][C@@H:34]2[O:39][C@H:38]([CH3:40])[CH2:37][C@H:36]([N:41]([CH3:43])[CH3:42])[C@H:35]2[OH:44])[C@@:11]([O:46][CH3:47])([CH3:45])[CH2:10][C@@H:9]([CH3:48])[C:7](=[O:8])[C@H:6]([CH3:49])[C@@H:5]([OH:50])[C@@:4]1([OH:52])[CH3:51].[C:53]1([CH3:63])[CH:58]=[CH:57][C:56]([S:59]([OH:62])(=[O:61])=[O:60])=[CH:55][CH:54]=1. (4) Given the product [NH:16]1[CH:20]=[CH:19][C:18]([NH:21][C:9](=[O:10])[O:11][C:12]([CH3:13])([CH3:14])[CH3:15])=[N:17]1, predict the reactants needed to synthesize it. The reactants are: [C:9](O[C:9]([O:11][C:12]([CH3:15])([CH3:14])[CH3:13])=[O:10])([O:11][C:12]([CH3:15])([CH3:14])[CH3:13])=[O:10].[NH:16]1[CH:20]=[CH:19][C:18]([NH2:21])=[N:17]1. (5) Given the product [CH2:21]([O:23][C:24](=[O:29])[C:25]([O:1][C:2]1[CH:9]=[CH:8][C:5]([CH:6]=[O:7])=[CH:4][CH:3]=1)([CH3:27])[CH3:26])[CH3:22], predict the reactants needed to synthesize it. The reactants are: [OH:1][C:2]1[CH:9]=[CH:8][C:5]([CH:6]=[O:7])=[CH:4][CH:3]=1.CN(C)C=O.C(=O)([O-])[O-].[K+].[K+].[CH2:21]([O:23][C:24](=[O:29])[C:25](Br)([CH3:27])[CH3:26])[CH3:22]. (6) Given the product [CH3:23][O:22][C:14]1[CH:15]=[C:16]2[C:21]([N:20]=[CH:19][CH:18]=[CH:17]2)=[C:12]2[C:13]=1[C:4]1[C:3]([S:8](=[O:10])(=[O:9])[NH:11]2)=[CH:2][CH:7]=[CH:6][CH:5]=1, predict the reactants needed to synthesize it. The reactants are: N[C:2]1[CH:7]=[CH:6][CH:5]=[CH:4][C:3]=1[S:8]([NH:11][C:12]1[CH:13]=[C:14]([O:22][CH3:23])[CH:15]=[C:16]2[C:21]=1[N:20]=[CH:19][CH:18]=[CH:17]2)(=[O:10])=[O:9].C(O)(=O)C.N(OC(C)(C)C)=O. (7) The reactants are: C(OC(=O)N[C:11]1[NH:12][CH:13]=[C:14]([C:16]2[CH:21]=[CH:20][CH:19]=[C:18]([Cl:22])[CH:17]=2)[N:15]=1)C1C=CC=CC=1.[C:24]([O-:27])([O-])=O.[K+].[K+].Br[CH2:31][C:32]([O:34][CH2:35][CH3:36])=[O:33].C[N:38]([CH:40]=[O:41])[CH3:39]. Given the product [CH2:24]([O:27][C:40]([NH:38][CH2:39][C:11]1[N:12]([CH2:31][C:32]([O:34][CH2:35][CH3:36])=[O:33])[CH:13]=[C:14]([C:16]2[CH:21]=[CH:20][CH:19]=[C:18]([Cl:22])[CH:17]=2)[N:15]=1)=[O:41])[C:16]1[CH:21]=[CH:20][CH:19]=[CH:18][CH:17]=1, predict the reactants needed to synthesize it. (8) Given the product [F:27][C:28]1[CH:35]=[CH:34][CH:33]=[C:32]([F:36])[C:29]=1[CH2:30][N:1]1[CH2:6][CH2:5][CH2:4][C@@H:3]([C:7]2[N:8]=[N:9][N:10]([C:12]3[CH:13]=[C:14]4[C:18](=[CH:19][CH:20]=3)[NH:17][N:16]=[C:15]4[C:21]3[CH:22]=[CH:23][N:24]=[CH:25][CH:26]=3)[CH:11]=2)[CH2:2]1, predict the reactants needed to synthesize it. The reactants are: [NH:1]1[CH2:6][CH2:5][CH2:4][C@@H:3]([C:7]2[N:8]=[N:9][N:10]([C:12]3[CH:13]=[C:14]4[C:18](=[CH:19][CH:20]=3)[NH:17][N:16]=[C:15]4[C:21]3[CH:26]=[CH:25][N:24]=[CH:23][CH:22]=3)[CH:11]=2)[CH2:2]1.[F:27][C:28]1[CH:35]=[CH:34][CH:33]=[C:32]([F:36])[C:29]=1[CH:30]=O.C(O[BH-](OC(=O)C)OC(=O)C)(=O)C.[Na+]. (9) Given the product [BrH:28].[CH2:1]([O:3][C:4]([CH2:6][N:7]=[C:8]1[S:9][N:18]([C:19]2[CH:24]=[CH:23][C:22]([N+:25]([O-:27])=[O:26])=[CH:21][CH:20]=2)[C:11]([C:12]2[CH:17]=[CH:16][CH:15]=[CH:14][CH:13]=2)=[N:10]1)=[O:5])[CH3:2], predict the reactants needed to synthesize it. The reactants are: [CH2:1]([O:3][C:4]([CH2:6][NH:7][C:8]([NH:10][C:11](=[N:18][C:19]1[CH:24]=[CH:23][C:22]([N+:25]([O-:27])=[O:26])=[CH:21][CH:20]=1)[C:12]1[CH:17]=[CH:16][CH:15]=[CH:14][CH:13]=1)=[S:9])=[O:5])[CH3:2].[Br:28]Br.